Dataset: Orexin1 receptor HTS with 218,158 compounds and 233 confirmed actives. Task: Binary Classification. Given a drug SMILES string, predict its activity (active/inactive) in a high-throughput screening assay against a specified biological target. (1) The compound is O=C1N(C(=O)N\C1=C\c1ccc(N2CCCC2)cc1)c1ccccc1. The result is 0 (inactive). (2) The molecule is s1cc(c2oc3c(c2c2ccc(OC)cc2)cc(cc3)c2ccc(OC)cc2)cc1. The result is 0 (inactive). (3) The molecule is Clc1cc(CNc2ccc(S(=O)(=O)N)cc2)cc(OCC)c1OC. The result is 0 (inactive). (4) The result is 1 (active). The compound is Brc1sc(C(=O)c2oc3c(c2N)cccc3)cc1. (5) The compound is S(CC(=O)N(CC)CC)c1snc(SCC(=O)N(CC)CC)c1C#N. The result is 0 (inactive). (6) The drug is o1c(CN2CC(N(CC2)Cc2cc(OC)ccc2)CCO)cc2c1cccc2. The result is 0 (inactive).